Dataset: Retrosynthesis with 50K atom-mapped reactions and 10 reaction types from USPTO. Task: Predict the reactants needed to synthesize the given product. Given the product CCCC1(C(C)(C)C)CCC(C)O1, predict the reactants needed to synthesize it. The reactants are: CCCC1(C(C)(C)C)C=CC(C)O1.